From a dataset of Forward reaction prediction with 1.9M reactions from USPTO patents (1976-2016). Predict the product of the given reaction. (1) Given the reactants [N+:1]([C:4]1[CH:5]=[C:6](/[C:10](/[CH3:17])=[CH:11]/[C:12](OCC)=[O:13])[CH:7]=[CH:8][CH:9]=1)([O-:3])=[O:2].[H-].C([Al+]CC(C)C)C(C)C.O.C(=O)([O-])O.[Na+], predict the reaction product. The product is: [N+:1]([C:4]1[CH:5]=[C:6](/[C:10](/[CH3:17])=[CH:11]/[CH2:12][OH:13])[CH:7]=[CH:8][CH:9]=1)([O-:3])=[O:2]. (2) Given the reactants [CH:1]1([C:4]2[N:8]=[C:7]([C:9]3[C:10]4[CH:18]=[CH:17][CH:16]=[CH:15][C:11]=4[S:12][C:13]=3[NH2:14])[O:6][N:5]=2)[CH2:3][CH2:2]1.[CH:19]12[CH2:26][CH2:25][CH:22]([CH2:23][CH2:24]1)[C:21]1[C:27]([O:29][C:30](=[O:31])[C:20]2=1)=[O:28], predict the reaction product. The product is: [CH:1]1([C:4]2[N:8]=[C:7]([C:9]3[C:10]4[CH:18]=[CH:17][CH:16]=[CH:15][C:11]=4[S:12][C:13]=3[NH:14][C:30]([C:20]3[CH:19]4[CH2:26][CH2:25][CH:22]([CH2:23][CH2:24]4)[C:21]=3[C:27]([OH:29])=[O:28])=[O:31])[O:6][N:5]=2)[CH2:3][CH2:2]1. (3) Given the reactants Cl.[O:2]([NH2:4])[CH3:3].[F:5][C:6]1[CH:11]=[CH:10][CH:9]=[C:8]([F:12])[C:7]=1[C:13]1[N:18]=[C:17]([C:19]([NH:21][C:22]2[CH:23]=[N:24][CH:25]=[CH:26][C:27]=2[C@H:28]2[CH2:33][C@@H:32]([NH:34]C(=O)OC(C)(C)C)[C:31](=O)[C@@H:30]([CH3:43])[CH2:29]2)=[O:20])[CH:16]=[CH:15][C:14]=1[F:44], predict the reaction product. The product is: [NH2:34][C@@H:32]1[CH2:33][C@H:28]([C:27]2[CH:26]=[CH:25][N:24]=[CH:23][C:22]=2[NH:21][C:19](=[O:20])[C:17]2[CH:16]=[CH:15][C:14]([F:44])=[C:13]([C:7]3[C:6]([F:5])=[CH:11][CH:10]=[CH:9][C:8]=3[F:12])[N:18]=2)[CH2:29][C@H:30]([CH3:43])/[C:31]/1=[N:4]\[O:2][CH3:3]. (4) Given the reactants [CH3:1][C:2]([CH3:5])([O-:4])[CH3:3].[Li+].[C:7]1([CH3:16])[CH:12]=[CH:11][C:10]([C:13](Cl)=[O:14])=[CH:9][CH:8]=1, predict the reaction product. The product is: [CH3:16][C:7]1[CH:12]=[CH:11][C:10]([C:13]([O:4][C:2]([CH3:5])([CH3:3])[CH3:1])=[O:14])=[CH:9][CH:8]=1. (5) Given the reactants Cl[CH2:2][C:3]1[S:4][C:5]2[C:10]([N:11]=1)=[CH:9][CH:8]=[CH:7][N:6]=2.[F:12][C:13]1[CH:18]=[CH:17][CH:16]=[CH:15][C:14]=1[N:19]1[CH2:24][CH2:23][NH:22][CH2:21][CH2:20]1.CCN(C(C)C)C(C)C, predict the reaction product. The product is: [F:12][C:13]1[CH:18]=[CH:17][CH:16]=[CH:15][C:14]=1[N:19]1[CH2:24][CH2:23][N:22]([CH2:2][C:3]2[S:4][C:5]3[C:10]([N:11]=2)=[CH:9][CH:8]=[CH:7][N:6]=3)[CH2:21][CH2:20]1.